This data is from Reaction yield outcomes from USPTO patents with 853,638 reactions. The task is: Predict the reaction yield, written as a fraction of the theoretical maximum amount of product (1.0 means a 100% yield; for example, 0.34 means a 34% yield). (1) The reactants are [F:1][C:2]([C:5]1[CH:20]=[CH:19][C:8]([C:9](OCC2C=CC=CC=2)=[O:10])=[CH:7][N:6]=1)([F:4])[CH3:3].[H-].[H-].[H-].[H-].[Li+].[Al+3]. The catalyst is C1COCC1. The product is [F:4][C:2]([C:5]1[N:6]=[CH:7][C:8]([CH2:9][OH:10])=[CH:19][CH:20]=1)([F:1])[CH3:3]. The yield is 0.900. (2) The reactants are O=[O+][O-].[Cl:4][C:5]1[CH:6]=[C:7]([N:11]2[N:15]=[N:14][C:13]([C:16]([CH3:24])=CC3C=CC=CC=3)=[N:12]2)[CH:8]=[CH:9][CH:10]=1.[O:25]=O.[BH4-].[Na+]. The catalyst is CO.ClCCl. The product is [Cl:4][C:5]1[CH:6]=[C:7]([N:11]2[N:15]=[N:14][C:13]([CH:16]([OH:25])[CH3:24])=[N:12]2)[CH:8]=[CH:9][CH:10]=1. The yield is 0.870. (3) The product is [C:2]1(/[C:13](/[CH2:12][C:11]([O:10][CH2:8][CH3:9])=[O:20])=[CH:14]\[C:15]([O:17][CH2:18][CH3:19])=[O:16])[CH:7]=[CH:6][CH:5]=[CH:4][CH:3]=1. The yield is 0.280. The catalyst is CC(N(C)C)=O.CC([O-])=O.CC([O-])=O.[Pd+2]. The reactants are I[C:2]1[CH:7]=[CH:6][CH:5]=[CH:4][CH:3]=1.[CH2:8]([O:10][C:11](=[O:20])[CH:12]=[CH:13][CH2:14][C:15]([O:17][CH2:18][CH3:19])=[O:16])[CH3:9].CC([O-])=O.[Na+].